From a dataset of Reaction yield outcomes from USPTO patents with 853,638 reactions. Predict the reaction yield, written as a fraction of the theoretical maximum amount of product (1.0 means a 100% yield; for example, 0.34 means a 34% yield). The reactants are [Br:1][C:2]1[CH:3]=[N:4][CH:5]=[C:6](I)[CH:7]=1.[NH2:9][CH:10]1[CH2:15][CH2:14][CH2:13][N:12]([C:16]([O:18][C:19]([CH3:22])([CH3:21])[CH3:20])=[O:17])[CH2:11]1.C(=O)([O-])[O-].[Cs+].[Cs+].C(C1CCCCC1=O)(=O)C(C)C. The catalyst is CCOC(C)=O.O1CCOCC1. The product is [Br:1][C:2]1[CH:7]=[C:6]([NH:9][CH:10]2[CH2:15][CH2:14][CH2:13][N:12]([C:16]([O:18][C:19]([CH3:22])([CH3:21])[CH3:20])=[O:17])[CH2:11]2)[CH:5]=[N:4][CH:3]=1. The yield is 0.600.